Dataset: Peptide-MHC class I binding affinity with 185,985 pairs from IEDB/IMGT. Task: Regression. Given a peptide amino acid sequence and an MHC pseudo amino acid sequence, predict their binding affinity value. This is MHC class I binding data. (1) The peptide sequence is RVFNNYMPY. The MHC is HLA-B08:01 with pseudo-sequence HLA-B08:01. The binding affinity (normalized) is 0.0847. (2) The peptide sequence is RLIWSHHHI. The MHC is HLA-A02:03 with pseudo-sequence HLA-A02:03. The binding affinity (normalized) is 0.647.